This data is from Full USPTO retrosynthesis dataset with 1.9M reactions from patents (1976-2016). The task is: Predict the reactants needed to synthesize the given product. Given the product [CH3:21][O:22][C:23]1[CH:24]=[C:25]([CH:29]=[CH:30][CH:31]=1)[C:26]([NH:13][CH2:12][C:10]1[O:9][N:8]=[C:7]([C:4]2[CH:5]=[CH:6][N:1]=[CH:2][CH:3]=2)[N:11]=1)=[O:27], predict the reactants needed to synthesize it. The reactants are: [N:1]1[CH:6]=[CH:5][C:4]([C:7]2[N:11]=[C:10]([CH2:12][NH:13]C(C3SC=CC=3)=O)[O:9][N:8]=2)=[CH:3][CH:2]=1.[CH3:21][O:22][C:23]1[CH:24]=[C:25]([CH:29]=[CH:30][CH:31]=1)[C:26](Cl)=[O:27].S1C=CC=C1C(Cl)=O.